This data is from Reaction yield outcomes from USPTO patents with 853,638 reactions. The task is: Predict the reaction yield, written as a fraction of the theoretical maximum amount of product (1.0 means a 100% yield; for example, 0.34 means a 34% yield). (1) The reactants are [F:1][C:2]([F:31])([F:30])[C:3]1[CH:4]=[C:5]([CH:23]=[C:24]([C:26]([F:29])([F:28])[F:27])[CH:25]=1)[CH2:6][N:7]1[CH2:14][CH2:13][CH2:12][NH:11][C:10]2[N:15]=[C:16]([S:20][CH3:21])[N:17]=[C:18](Cl)[C:9]=2[C:8]1=[O:22].[F:32][C:33]1[CH:38]=[CH:37][C:36](OB(O)O)=[CH:35][CH:34]=1. No catalyst specified. The product is [F:1][C:2]([F:31])([F:30])[C:3]1[CH:4]=[C:5]([CH:23]=[C:24]([C:26]([F:29])([F:28])[F:27])[CH:25]=1)[CH2:6][N:7]1[CH2:14][CH2:13][CH2:12][NH:11][C:10]2[N:15]=[C:16]([S:20][CH3:21])[N:17]=[C:18]([C:36]3[CH:37]=[CH:38][C:33]([F:32])=[CH:34][CH:35]=3)[C:9]=2[C:8]1=[O:22]. The yield is 0.910. (2) The reactants are [F:1][C:2]1[C:3]([C:18]2[NH:22][C:21]([CH3:23])=[C:20]([C:24]([O:26]CC)=[O:25])[CH:19]=2)=[C:4]2[C:9](=[CH:10][CH:11]=1)[N:8]=[C:7]([CH3:12])[C:6]([NH:13][C:14]1([CH3:17])[CH2:16][CH2:15]1)=[N:5]2.Cl. The catalyst is O.O1CCOCC1. The product is [F:1][C:2]1[C:3]([C:18]2[NH:22][C:21]([CH3:23])=[C:20]([C:24]([OH:26])=[O:25])[CH:19]=2)=[C:4]2[C:9](=[CH:10][CH:11]=1)[N:8]=[C:7]([CH3:12])[C:6]([NH:13][C:14]1([CH3:17])[CH2:15][CH2:16]1)=[N:5]2. The yield is 0.150. (3) The reactants are [CH2:1]([N:8](C)[CH2:9][CH2:10][C:11]([O:13][CH2:14][CH3:15])=[O:12])C1C=CC=CC=1. The catalyst is C(O)C.[Pd]. The product is [CH3:1][NH:8][CH2:9][CH2:10][C:11]([O:13][CH2:14][CH3:15])=[O:12]. The yield is 0.630. (4) The reactants are [Cl:1][C:2]1[N:7]=[C:6](Cl)[CH:5]=[C:4]([CH3:9])[N:3]=1.[NH:10]1[CH2:15][CH2:14][O:13][CH2:12][CH2:11]1. The catalyst is O1CCCC1. The product is [Cl:1][C:2]1[N:7]=[C:6]([N:10]2[CH2:15][CH2:14][O:13][CH2:12][CH2:11]2)[CH:5]=[C:4]([CH3:9])[N:3]=1. The yield is 0.700.